From a dataset of hERG potassium channel inhibition data for cardiac toxicity prediction from Karim et al.. Regression/Classification. Given a drug SMILES string, predict its toxicity properties. Task type varies by dataset: regression for continuous values (e.g., LD50, hERG inhibition percentage) or binary classification for toxic/non-toxic outcomes (e.g., AMES mutagenicity, cardiotoxicity, hepatotoxicity). Dataset: herg_karim. (1) The molecule is Cc1occc1-c1nc(N)c(OC[C@@H](N)Cc2c[nH]c3ccccc23)cc1-c1cnc2[nH]nc(C)c2n1. The result is 0 (non-blocker). (2) The drug is CC(C)(C)Oc1cccc2nc(N)nc(N)c12. The result is 0 (non-blocker). (3) The result is 0 (non-blocker). The compound is O=C(Nc1ccc(Cl)cn1)[C@H]1CN(CC(F)F)C[C@@H]1C(=O)Nc1ccc(-n2ccccc2=O)cc1F.